From a dataset of Full USPTO retrosynthesis dataset with 1.9M reactions from patents (1976-2016). Predict the reactants needed to synthesize the given product. (1) Given the product [Br-:1].[CH3:19][N:17]([CH:16]=[N:15][C:11]1[S:12][C:13]([CH3:14])=[C:9]([CH3:8])[N+:10]=1[CH2:2][C:3]([O:5][CH2:6][CH3:7])=[O:4])[CH3:18], predict the reactants needed to synthesize it. The reactants are: [Br:1][CH2:2][C:3]([O:5][CH2:6][CH3:7])=[O:4].[CH3:8][C:9]1[N:10]=[C:11]([N:15]=[CH:16][N:17]([CH3:19])[CH3:18])[S:12][C:13]=1[CH3:14]. (2) Given the product [C:16]1([C:2]2[C:3]([N+:13]([O-:15])=[O:14])=[N:4][N:5]([CH:7]3[CH2:12][CH2:11][CH2:10][CH2:9][O:8]3)[CH:6]=2)[CH2:21][CH2:20][CH2:19][CH2:18][CH:17]=1, predict the reactants needed to synthesize it. The reactants are: Br[C:2]1[C:3]([N+:13]([O-:15])=[O:14])=[N:4][N:5]([CH:7]2[CH2:12][CH2:11][CH2:10][CH2:9][O:8]2)[CH:6]=1.[C:16]1(B2OC(C)(C)C(C)(C)O2)[CH2:21][CH2:20][CH2:19][CH2:18][CH:17]=1.C(=O)([O-])[O-].[K+].[K+]. (3) Given the product [CH3:35][O:34][C:27]([O:36][CH3:37])([C:28]1[CH:29]=[CH:30][CH:31]=[CH:32][CH:33]=1)[C:23]1[CH:22]=[C:21]([CH:19]([OH:20])/[CH:18]=[CH:17]/[C@H:12]2[CH2:13][CH2:14][C:15](=[O:16])[N:11]2[CH2:10][CH2:9][CH2:8][CH2:7][CH2:6][CH2:5][C:4]([OH:38])=[O:3])[CH:26]=[CH:25][CH:24]=1, predict the reactants needed to synthesize it. The reactants are: C([O:3][C:4](=[O:38])[CH2:5][CH2:6][CH2:7][CH2:8][CH2:9][CH2:10][N:11]1[C:15](=[O:16])[CH2:14][CH2:13][C@@H:12]1/[CH:17]=[CH:18]/[CH:19]([C:21]1[CH:26]=[CH:25][CH:24]=[C:23]([C:27]([O:36][CH3:37])([O:34][CH3:35])[C:28]2[CH:33]=[CH:32][CH:31]=[CH:30][CH:29]=2)[CH:22]=1)[OH:20])C. (4) Given the product [OH:2][C:3]1[CH:4]=[C:5]2[C:10](=[CH:11][CH:12]=1)[CH2:9][N:8]([C:13]1[CH:14]=[C:15]([CH:20]=[CH:21][CH:22]=1)[C:16]([O:18][CH3:19])=[O:17])[C:7](=[O:23])[CH2:6]2, predict the reactants needed to synthesize it. The reactants are: C[O:2][C:3]1[CH:4]=[C:5]2[C:10](=[CH:11][CH:12]=1)[CH2:9][N:8]([C:13]1[CH:14]=[C:15]([CH:20]=[CH:21][CH:22]=1)[C:16]([O:18][CH3:19])=[O:17])[C:7](=[O:23])[CH2:6]2.B(Br)(Br)Br. (5) Given the product [C:16]([O:20][C:21](=[N:35][NH:36][C:37]([NH2:39])=[O:38])[CH2:22][C@H:23]([NH:26][C:27](=[O:34])[C@H:28]([CH2:30][CH:31]([CH3:33])[CH3:32])[NH:29][C:13](=[O:15])[CH2:12][O:11][C:1]1[C:10]2[C:5](=[CH:6][CH:7]=[CH:8][CH:9]=2)[CH:4]=[CH:3][CH:2]=1)[CH:24]=[O:25])([CH3:18])([CH3:19])[CH3:17], predict the reactants needed to synthesize it. The reactants are: [C:1]1([O:11][CH2:12][C:13]([OH:15])=O)[C:10]2[C:5](=[CH:6][CH:7]=[CH:8][CH:9]=2)[CH:4]=[CH:3][CH:2]=1.[C:16]([O:20][C:21](=[N:35][NH:36][C:37]([NH2:39])=[O:38])[CH2:22][C@H:23]([NH:26][C:27](=[O:34])[C@H:28]([CH2:30][CH:31]([CH3:33])[CH3:32])[NH2:29])[CH:24]=[O:25])([CH3:19])([CH3:18])[CH3:17].O.OC1C2N=NNC=2C=CC=1.Cl.C(N=C=NC(N)CC(C)C)C.